Dataset: Reaction yield outcomes from USPTO patents with 853,638 reactions. Task: Predict the reaction yield, written as a fraction of the theoretical maximum amount of product (1.0 means a 100% yield; for example, 0.34 means a 34% yield). (1) The reactants are CC(OC([N:8]1[CH2:13][CH2:12][C:11](=[C:14]([C:28]2[CH:33]=[CH:32][CH:31]=[CH:30][C:29]=2[NH2:34])[C:15]2[CH:20]=[CH:19][C:18]([C:21]([N:23]([CH2:26][CH3:27])[CH2:24][CH3:25])=[O:22])=[CH:17][CH:16]=2)[CH2:10][CH2:9]1)=O)(C)C.Br[C:36]1[CH:41]=[CH:40][C:39]([Cl:42])=[CH:38][CH:37]=1.CC([O-])(C)C.[Na+].C(O)(C(F)(F)F)=O. The yield is 0.460. The catalyst is C1(C)C=CC=CC=1.C1C=CC(/C=C/C(/C=C/C2C=CC=CC=2)=O)=CC=1.C1C=CC(/C=C/C(/C=C/C2C=CC=CC=2)=O)=CC=1.C1C=CC(/C=C/C(/C=C/C2C=CC=CC=2)=O)=CC=1.[Pd].[Pd]. The product is [Cl:42][C:39]1[CH:40]=[CH:41][C:36]([NH:34][C:29]2[CH:30]=[CH:31][CH:32]=[CH:33][C:28]=2[C:14](=[C:11]2[CH2:12][CH2:13][NH:8][CH2:9][CH2:10]2)[C:15]2[CH:20]=[CH:19][C:18]([C:21]([N:23]([CH2:26][CH3:27])[CH2:24][CH3:25])=[O:22])=[CH:17][CH:16]=2)=[CH:37][CH:38]=1. (2) The reactants are C[O:2][C:3](=[O:28])[CH:4]([C:12]1[CH:17]=[CH:16][C:15]([N:18]2[C:22]([C:23]([F:26])([F:25])[F:24])=[N:21][N:20]=[N:19]2)=[C:14]([Cl:27])[CH:13]=1)[CH2:5][CH:6]1[CH2:11][CH2:10][CH2:9][CH2:8][CH2:7]1.[OH-].[Na+]. The catalyst is C(O)C. The product is [Cl:27][C:14]1[CH:13]=[C:12]([CH:4]([CH2:5][CH:6]2[CH2:11][CH2:10][CH2:9][CH2:8][CH2:7]2)[C:3]([OH:28])=[O:2])[CH:17]=[CH:16][C:15]=1[N:18]1[C:22]([C:23]([F:26])([F:24])[F:25])=[N:21][N:20]=[N:19]1. The yield is 0.610.